Predict the reactants needed to synthesize the given product. From a dataset of Full USPTO retrosynthesis dataset with 1.9M reactions from patents (1976-2016). (1) Given the product [Br:1][C:2]1[CH:11]=[C:22]2[C:23](=[CH:24][CH:3]=1)[O:21][CH2:15][C:16]([CH3:19])([CH3:17])[C:26]2=[O:25], predict the reactants needed to synthesize it. The reactants are: [Br:1][C:2]1[CH:3]=C2C(=C[CH:11]=1)OCCC2=O.IC.[CH3:15][C:16]([CH3:19])([O-])[CH3:17].[K+].[OH2:21].[CH2:22]1[CH2:26][O:25][CH2:24][CH2:23]1. (2) Given the product [O:12]=[C:10]1[N:9]([CH2:19][C:20]([O:22][CH2:23][CH3:24])=[O:21])[C:8]2[CH:13]=[C:4]([O:3][C:2]([F:1])([F:14])[F:15])[CH:5]=[CH:6][C:7]=2[O:11]1, predict the reactants needed to synthesize it. The reactants are: [F:1][C:2]([F:15])([F:14])[O:3][C:4]1[CH:5]=[CH:6][C:7]2[O:11][C:10](=[O:12])[NH:9][C:8]=2[CH:13]=1.[H-].[Na+].Br[CH2:19][C:20]([O:22][CH2:23][CH3:24])=[O:21].FC(F)(F)C(O)=O. (3) Given the product [CH3:1][CH:2]1[CH2:11][CH2:10][C:9]2[C:4](=[N:5][C:6]([C:18]3[CH:19]=[CH:20][CH:21]=[CH:22][CH:23]=3)=[C:7]([C:12]3[CH:17]=[CH:16][CH:15]=[CH:14][CH:13]=3)[CH:8]=2)[N:3]1[CH2:24][CH2:25][CH2:26][CH2:27][CH2:28][CH2:29][C:30]([OH:32])=[O:31], predict the reactants needed to synthesize it. The reactants are: [CH3:1][CH:2]1[CH2:11][CH2:10][C:9]2[C:4](=[N:5][C:6]([C:18]3[CH:23]=[CH:22][CH:21]=[CH:20][CH:19]=3)=[C:7]([C:12]3[CH:17]=[CH:16][CH:15]=[CH:14][CH:13]=3)[CH:8]=2)[N:3]1[CH2:24][CH2:25][CH2:26][CH2:27][CH2:28][CH2:29][C:30]([O:32]CC)=[O:31].[OH-].[Li+].Cl. (4) Given the product [CH2:1]([N:8]1[C@@H:9]([CH2:12][O:13][Si:14]([C:27]([CH3:30])([CH3:29])[CH3:28])([C:21]2[CH:26]=[CH:25][CH:24]=[CH:23][CH:22]=2)[C:15]2[CH:16]=[CH:17][CH:18]=[CH:19][CH:20]=2)[CH2:10][O:11][C@@H:33]([CH2:34][OH:35])[CH2:31]1)[C:2]1[CH:3]=[CH:4][CH:5]=[CH:6][CH:7]=1, predict the reactants needed to synthesize it. The reactants are: [CH2:1]([NH:8][C@@H:9]([CH2:12][O:13][Si:14]([C:27]([CH3:30])([CH3:29])[CH3:28])([C:21]1[CH:26]=[CH:25][CH:24]=[CH:23][CH:22]=1)[C:15]1[CH:20]=[CH:19][CH:18]=[CH:17][CH:16]=1)[CH2:10][OH:11])[C:2]1[CH:7]=[CH:6][CH:5]=[CH:4][CH:3]=1.[CH2:31]([C@H:33]1[O:35][CH2:34]1)Cl.Cl([O-])(=O)(=O)=O.[Li+].C[O-].[Na+].[NH4+].[Cl-].